This data is from Forward reaction prediction with 1.9M reactions from USPTO patents (1976-2016). The task is: Predict the product of the given reaction. The product is: [C:1]([O:5][C:6]([N:8]1[CH2:13][C@H:12]([CH3:14])[N:11]([C:22]#[N:21])[C@H:10]([CH3:15])[CH2:9]1)=[O:7])([CH3:4])([CH3:2])[CH3:3]. Given the reactants [C:1]([O:5][C:6]([N:8]1[CH2:13][C@H:12]([CH3:14])[NH:11][C@H:10]([CH3:15])[CH2:9]1)=[O:7])([CH3:4])([CH3:3])[CH3:2].C(=O)(O)[O-].[Na+].[N:21]#[C:22]Br, predict the reaction product.